Dataset: Forward reaction prediction with 1.9M reactions from USPTO patents (1976-2016). Task: Predict the product of the given reaction. (1) Given the reactants [O:1]([C:8]1[CH:13]=[CH:12][CH:11]=[CH:10][C:9]=1[NH:14][S:15]([C:18]1[CH:30]=[CH:29][C:21]([C:22]([NH:24][CH2:25][C:26]([OH:28])=O)=[O:23])=[CH:20][CH:19]=1)(=[O:17])=[O:16])[C:2]1[CH:7]=[CH:6][CH:5]=[CH:4][CH:3]=1.Cl.Cl.Cl.[N:34]1([CH:40]2[CH2:45][CH2:44][N:43]([CH2:46][CH2:47][CH2:48][NH2:49])[CH2:42][CH2:41]2)[CH2:39][CH2:38][CH2:37][CH2:36][CH2:35]1, predict the reaction product. The product is: [N:34]1([CH:40]2[CH2:45][CH2:44][N:43]([CH2:46][CH2:47][CH2:48][NH:49][C:26]([CH2:25][NH:24][C:22](=[O:23])[C:21]3[CH:20]=[CH:19][C:18]([S:15](=[O:17])(=[O:16])[NH:14][C:9]4[CH:10]=[CH:11][CH:12]=[CH:13][C:8]=4[O:1][C:2]4[CH:3]=[CH:4][CH:5]=[CH:6][CH:7]=4)=[CH:30][CH:29]=3)=[O:28])[CH2:42][CH2:41]2)[CH2:39][CH2:38][CH2:37][CH2:36][CH2:35]1. (2) Given the reactants N1N(C2C=CC(C(F)(F)F)=CC=2C(O)=O)N=CC=1.N1(C2C=CC(C(F)(F)F)=CC=2C(O)=O)C=CN=N1.[N:37]1[NH:38][N:39]=[CH:40][CH:41]=1.Br[C:43]1[C:51]([F:52])=[CH:50][C:49]([F:53])=[CH:48][C:44]=1[C:45]([OH:47])=[O:46], predict the reaction product. The product is: [F:52][C:51]1[C:43]([N:38]2[N:39]=[CH:40][CH:41]=[N:37]2)=[C:44]([CH:48]=[C:49]([F:53])[CH:50]=1)[C:45]([OH:47])=[O:46]. (3) Given the reactants P([CH2:4]C1N=CC=CN=1)(=O)=O.[P:11]([O:23][CH2:24][C@H:25]1[O:29][C@@H:28]([N:30]2[C:39]3[N:38]=[CH:37][N:36]=[C:34]([NH2:35])[C:33]=3[N:32]=[CH:31]2)[C@H:27]([OH:40])[C@@H:26]1[OH:41])([O:14][P:15]([O:18]P(O)(O)=O)([OH:17])=[O:16])(=[O:13])[OH:12].[NH2:42][C:43]1[C:48]([CH2:49][P:50](=[O:52])=[O:51])=[CH:47][N:46]=[C:45]([CH3:53])[N:44]=1, predict the reaction product. The product is: [P:11]([O:23][CH2:24][C@H:25]1[O:29][C@@H:28]([N:30]2[C:39]3[N:38]=[CH:37][N:36]=[C:34]([NH2:35])[C:33]=3[N:32]=[CH:31]2)[C@H:27]([OH:40])[C@@H:26]1[OH:41])([O:14][P:15]([OH:17])([OH:18])=[O:16])(=[O:12])[OH:13].[NH2:42][C:43]1[C:48]([CH2:49][P:50]([O:13][P:11]([OH:23])([OH:14])=[O:12])([OH:52])=[O:51])=[CH:47][N:46]=[C:45]([CH2:53][CH3:4])[N:44]=1. (4) Given the reactants [F:1][C:2]1[CH:7]=[CH:6][CH:5]=[CH:4][C:3]=1[NH:8][NH:9][C:10](=[O:18])[C:11]1[CH:16]=[CH:15][CH:14]=[CH:13][C:12]=1N.N([O-])=O.[Na+], predict the reaction product. The product is: [F:1][C:2]1[CH:7]=[CH:6][CH:5]=[CH:4][C:3]=1[N:8]1[C:16]2[C:11](=[CH:12][CH:13]=[CH:14][CH:15]=2)[C:10]([OH:18])=[N:9]1. (5) Given the reactants [NH2:1][C:2](=[O:27])[CH:3]([CH3:26])[C@H:4]([NH:18]C(=O)OC(C)(C)C)[C:5]1[NH:9][C:8]2[CH:10]=[CH:11][C:12]([C:14]([CH3:17])([CH3:16])[CH3:15])=[CH:13][C:7]=2[N:6]=1, predict the reaction product. The product is: [NH2:18][C@H:4]([C:5]1[NH:9][C:8]2[CH:10]=[CH:11][C:12]([C:14]([CH3:15])([CH3:17])[CH3:16])=[CH:13][C:7]=2[N:6]=1)[C@@H:3]([CH3:26])[C:2]([NH2:1])=[O:27]. (6) Given the reactants [CH3:1][O:2][C:3]1[CH:8]=[CH:7][C:6]([C:9]2[O:10][C:11]3[C:16]([C:17](=[O:19])[CH:18]=2)=[CH:15][CH:14]=[CH:13][CH:12]=3)=[C:5]([N+:20]([O-])=O)[CH:4]=1.Cl[Sn]Cl, predict the reaction product. The product is: [NH2:20][C:5]1[CH:4]=[C:3]([O:2][CH3:1])[CH:8]=[CH:7][C:6]=1[C:9]1[O:10][C:11]2[C:16]([C:17](=[O:19])[CH:18]=1)=[CH:15][CH:14]=[CH:13][CH:12]=2. (7) Given the reactants [C:1]([O:8][CH2:9][CH3:10])(=[O:7])[C:2](OCC)=O.[CH2:11]([O:18][CH2:19][C:20]([O:22]CC)=O)[C:12]1[CH:17]=[CH:16][CH:15]=[CH:14][CH:13]=1.[H-].[Na+].Cl.[CH3:28][S:29][CH2:30][CH2:31][O:32][CH:33]([CH3:37])[C:34]([NH2:36])=[NH:35].[O-]CC.[Na+], predict the reaction product. The product is: [CH2:11]([O:18][C:19]1[C:20](=[O:22])[NH:36][C:34]([CH:33]([O:32][CH2:31][CH2:30][S:29][CH3:28])[CH3:37])=[N:35][C:2]=1[C:1]([O:8][CH2:9][CH3:10])=[O:7])[C:12]1[CH:13]=[CH:14][CH:15]=[CH:16][CH:17]=1.